From a dataset of Catalyst prediction with 721,799 reactions and 888 catalyst types from USPTO. Predict which catalyst facilitates the given reaction. (1) Reactant: Cl.[N:2]1([C:7]2[N:12]=[C:11]([NH:13][CH2:14][CH2:15][N:16]([CH3:28])[CH2:17][CH2:18][NH:19][C:20]3[C:21](=[O:27])[C:22](=[O:26])[C:23]=3[O:24]C)[CH:10]=[C:9]([N:29]3[CH2:33][CH2:32][CH2:31][CH2:30]3)[N:8]=2)[CH2:6][CH2:5][CH2:4][CH2:3]1. Product: [N:2]1([C:7]2[N:12]=[C:11]([NH:13][CH2:14][CH2:15][N:16]([CH3:28])[CH2:17][CH2:18][NH:19][C:20]3[C:23](=[O:24])[C:22](=[O:26])[C:21]=3[OH:27])[CH:10]=[C:9]([N:29]3[CH2:30][CH2:31][CH2:32][CH2:33]3)[N:8]=2)[CH2:6][CH2:5][CH2:4][CH2:3]1. The catalyst class is: 5. (2) Reactant: [CH3:1][C:2]([CH3:7])([CH2:5][OH:6])[CH2:3][OH:4].N1C=CN=C1.[CH3:13][C:14]([Si:17](Cl)([CH3:19])[CH3:18])([CH3:16])[CH3:15]. Product: [Si:17]([O:4][CH2:3][C:2]([CH3:7])([CH3:1])[CH2:5][OH:6])([C:14]([CH3:16])([CH3:15])[CH3:13])([CH3:19])[CH3:18]. The catalyst class is: 34. (3) Reactant: [CH:1]([N:3]1[CH:7]=[CH:6][N:5]=[CH:4]1)=[CH2:2].[CH2:8]([Br:24])[CH2:9][CH2:10][CH2:11][CH2:12][CH2:13][CH2:14][CH2:15][CH2:16][CH2:17][CH2:18][CH2:19][CH2:20][CH2:21][CH2:22][CH3:23].CO. Product: [Br-:24].[CH:1]([N+:3]1[CH:7]=[CH:6][N:5]([CH2:23][CH2:22][CH2:21][CH2:20][CH2:19][CH2:18][CH2:17][CH2:16][CH2:15][CH2:14][CH2:13][CH2:12][CH2:11][CH2:10][CH2:9][CH3:8])[CH:4]=1)=[CH2:2]. The catalyst class is: 27. (4) Reactant: [CH3:1][C@@H:2]1[O:7][C:6]2[N:8]=[CH:9][C:10]([NH:12]C(=O)OC(C)(C)C)=[CH:11][C:5]=2[N:4]([S:20]([C:23]2[CH:24]=[C:25]([CH3:29])[CH:26]=[CH:27][CH:28]=2)(=[O:22])=[O:21])[CH2:3]1.FC(F)(F)C(O)=O. Product: [CH3:1][C@@H:2]1[O:7][C:6]2[N:8]=[CH:9][C:10]([NH2:12])=[CH:11][C:5]=2[N:4]([S:20]([C:23]2[CH:24]=[C:25]([CH3:29])[CH:26]=[CH:27][CH:28]=2)(=[O:21])=[O:22])[CH2:3]1. The catalyst class is: 96. (5) Reactant: [C:1]([O:5][C:6](=[O:20])[C:7]([CH3:19])([O:9][C:10]1[CH:18]=[CH:17][C:13]([C:14]([OH:16])=[O:15])=[CH:12][CH:11]=1)[CH3:8])([CH3:4])([CH3:3])[CH3:2].[CH2:21]([N:28]1[CH:32]=[C:31]([CH2:33]O)[N:30]=[N:29]1)[C:22]1[CH:27]=[CH:26][CH:25]=[CH:24][CH:23]=1.C1(N=C=NC2CCCCC2)CCCCC1. Product: [C:1]([O:5][C:6](=[O:20])[C:7]([CH3:8])([O:9][C:10]1[CH:11]=[CH:12][C:13]([C:14]([O:16][CH2:33][C:31]2[N:30]=[N:29][N:28]([CH2:21][C:22]3[CH:27]=[CH:26][CH:25]=[CH:24][CH:23]=3)[CH:32]=2)=[O:15])=[CH:17][CH:18]=1)[CH3:19])([CH3:2])([CH3:3])[CH3:4]. The catalyst class is: 119. (6) Reactant: [Br:1][C:2]1[CH:3]=[CH:4][C:5]([NH:8][C:9]2[S:10][CH:11]=[C:12]([CH2:14][O:15]C(=O)C)[N:13]=2)=[N:6][CH:7]=1.[OH-].[Na+]. Product: [Br:1][C:2]1[CH:3]=[CH:4][C:5]([NH:8][C:9]2[S:10][CH:11]=[C:12]([CH2:14][OH:15])[N:13]=2)=[N:6][CH:7]=1. The catalyst class is: 8. (7) Reactant: C1(P(C2C=CC=CC=2C2C=CC=CC=2)C2CCCCC2)CCCCC1.Br[C:27]1[C:36]2[C:31](=[CH:32][CH:33]=[CH:34][CH:35]=2)[C:30]([F:37])=[CH:29][CH:28]=1.[C:38]([N:45]1[CH2:50][CH2:49][NH:48][CH2:47][CH2:46]1)([O:40][C:41]([CH3:44])([CH3:43])[CH3:42])=[O:39].CC([O-])(C)C.[Na+]. Product: [C:41]([O:40][C:38]([N:45]1[CH2:50][CH2:49][N:48]([C:27]2[C:36]3[C:31](=[CH:32][CH:33]=[CH:34][CH:35]=3)[C:30]([F:37])=[CH:29][CH:28]=2)[CH2:47][CH2:46]1)=[O:39])([CH3:44])([CH3:42])[CH3:43]. The catalyst class is: 164. (8) Reactant: Cl[C:2]1[C:7]([CH3:8])=[CH:6][N+:5]([O-:9])=[C:4]([CH3:10])[C:3]=1[CH3:11].[CH2:12]1[C:15]2([O:20][CH2:19][CH:18]([CH2:21][OH:22])[CH2:17][O:16]2)[CH2:14][CH2:13]1.[OH-].[K+]. Product: [CH2:12]1[C:15]2([O:20][CH2:19][CH:18]([CH2:21][O:22][C:2]3[C:7]([CH3:8])=[CH:6][N+:5]([O-:9])=[C:4]([CH3:10])[C:3]=3[CH3:11])[CH2:17][O:16]2)[CH2:14][CH2:13]1. The catalyst class is: 11. (9) Reactant: CCOC(/N=N/C(OCC)=O)=O.[F:13][C:14]1[C:19]([N+:20]([O-:22])=[O:21])=[CH:18][CH:17]=[C:16]([F:23])[C:15]=1[OH:24].[C:25]([O:29][C:30](=[O:36])[NH:31][C@H:32]([CH3:35])[CH2:33]O)([CH3:28])([CH3:27])[CH3:26].C1(P(C2C=CC=CC=2)C2C=CC=CC=2)C=CC=CC=1. Product: [C:25]([O:29][C:30](=[O:36])[NH:31][C@H:32]([CH3:33])[CH2:35][O:24][C:15]1[C:16]([F:23])=[CH:17][CH:18]=[C:19]([N+:20]([O-:22])=[O:21])[C:14]=1[F:13])([CH3:28])([CH3:27])[CH3:26]. The catalyst class is: 1.